This data is from Full USPTO retrosynthesis dataset with 1.9M reactions from patents (1976-2016). The task is: Predict the reactants needed to synthesize the given product. (1) Given the product [CH3:11][C:12]1[CH:21]=[CH:20][C:15]([CH2:16][NH:17][C:18]([N:2]2[C:3](=[O:10])[C:4]3[CH:9]=[CH:8][CH:7]=[CH:6][C:5]=3[S:1]2)=[O:19])=[CH:14][CH:13]=1, predict the reactants needed to synthesize it. The reactants are: [S:1]1[C:5]2[CH:6]=[CH:7][CH:8]=[CH:9][C:4]=2[C:3](=[O:10])[NH:2]1.[CH3:11][C:12]1[CH:21]=[CH:20][C:15]([CH2:16][N:17]=[C:18]=[O:19])=[CH:14][CH:13]=1. (2) Given the product [Br:9][C:10]1[CH:11]=[CH:12][C:13]([F:27])=[C:14]([C@:16]2([CH3:26])[CH2:21][N:20]3[C:22]([Cl:1])=[CH:23][N:24]=[C:19]3[C:18]([NH2:25])=[N:17]2)[CH:15]=1, predict the reactants needed to synthesize it. The reactants are: [Cl:1]N1C(=O)CCC1=O.[Br:9][C:10]1[CH:11]=[CH:12][C:13]([F:27])=[C:14]([C@:16]2([CH3:26])[CH2:21][N:20]3[CH:22]=[CH:23][N:24]=[C:19]3[C:18]([NH2:25])=[N:17]2)[CH:15]=1. (3) Given the product [NH2:29][C:8]1[C:9]2[C:14](=[N:13][CH:12]=[CH:11][CH:10]=2)[N:5]([CH2:1][CH2:2][CH2:3][CH3:4])[C:6](=[O:28])[C:7]=1[C:16]1[NH:21][C:20]2[CH:22]=[CH:23][CH:24]=[CH:25][C:19]=2[S:18](=[O:26])(=[O:27])[N:17]=1, predict the reactants needed to synthesize it. The reactants are: [CH2:1]([N:5]1[C:14]2[C:9](=[CH:10][CH:11]=[CH:12][N:13]=2)[C:8](Cl)=[C:7]([C:16]2[NH:21][C:20]3[CH:22]=[CH:23][CH:24]=[CH:25][C:19]=3[S:18](=[O:27])(=[O:26])[N:17]=2)[C:6]1=[O:28])[CH2:2][CH2:3][CH3:4].[NH3:29].